This data is from Peptide-MHC class I binding affinity with 185,985 pairs from IEDB/IMGT. The task is: Regression. Given a peptide amino acid sequence and an MHC pseudo amino acid sequence, predict their binding affinity value. This is MHC class I binding data. The peptide sequence is EGNLAQGFR. The MHC is HLA-B57:01 with pseudo-sequence HLA-B57:01. The binding affinity (normalized) is 0.0847.